Dataset: Reaction yield outcomes from USPTO patents with 853,638 reactions. Task: Predict the reaction yield, written as a fraction of the theoretical maximum amount of product (1.0 means a 100% yield; for example, 0.34 means a 34% yield). (1) The reactants are [C:1]([C:5]1[CH:6]=[C:7]2[C:12](=[C:13]([F:15])[CH:14]=1)[C:11](=[O:16])[N:10]([C:17]1[N:24]=[CH:23][CH:22]=[C:21](Cl)[C:18]=1[CH:19]=[O:20])[N:9]=[CH:8]2)([CH3:4])([CH3:3])[CH3:2].[CH3:26][C@H:27]1[CH2:32][N:31]([CH:33]2[CH2:36][O:35][CH2:34]2)[C@H:30]([CH3:37])[CH2:29][N:28]1[C:38]1[CH:39]=[CH:40][C:41]([NH:44][C:45]2[C:46](=[O:60])[N:47]([CH3:59])[CH:48]=[C:49](B3OC(C)(C)C(C)O3)[CH:50]=2)=[N:42][CH:43]=1.[O-]P([O-])([O-])=O.[K+].[K+].[K+]. The catalyst is CC#N.C1C=CC(P(C2C=CC=CC=2)[C-]2C=CC=C2)=CC=1.C1C=CC(P(C2C=CC=CC=2)[C-]2C=CC=C2)=CC=1.Cl[Pd]Cl.[Fe+2]. The product is [C:1]([C:5]1[CH:6]=[C:7]2[C:12](=[C:13]([F:15])[CH:14]=1)[C:11](=[O:16])[N:10]([C:17]1[N:24]=[CH:23][CH:22]=[C:21]([C:49]3[CH:50]=[C:45]([NH:44][C:41]4[CH:40]=[CH:39][C:38]([N:28]5[CH2:29][C@@H:30]([CH3:37])[N:31]([CH:33]6[CH2:36][O:35][CH2:34]6)[CH2:32][C@@H:27]5[CH3:26])=[CH:43][N:42]=4)[C:46](=[O:60])[N:47]([CH3:59])[CH:48]=3)[C:18]=1[CH:19]=[O:20])[N:9]=[CH:8]2)([CH3:4])([CH3:3])[CH3:2]. The yield is 0.420. (2) The product is [CH3:1][O:2][C:3]1[C:4]([NH2:15])=[CH:5][CH:6]=[C:7]([N:9]2[CH2:14][CH2:13][O:12][CH2:11][CH2:10]2)[N:8]=1. The catalyst is CCOC(C)=O.CCO.[Pd]. The reactants are [CH3:1][O:2][C:3]1[N:8]=[C:7]([N:9]2[CH2:14][CH2:13][O:12][CH2:11][CH2:10]2)[CH:6]=[CH:5][C:4]=1[N+:15]([O-])=O.[H][H]. The yield is 0.990. (3) The reactants are [BH3:1].[C:2]1([C@H:8]2[CH2:12][CH2:11][C@H:10]([C:13]3[CH:18]=[CH:17][CH:16]=[CH:15][CH:14]=3)[P:9]2[CH2:19][OH:20])[CH:7]=[CH:6][CH:5]=[CH:4][CH:3]=1.C(N(CC)CC)C.[S:28](O[S:28]([C:31]([F:34])([F:33])[F:32])(=[O:30])=[O:29])([C:31]([F:34])([F:33])[F:32])(=[O:30])=[O:29]. The catalyst is C(Cl)Cl. The product is [BH3:1].[C:13]1([C@H:10]2[CH2:11][CH2:12][C@H:8]([C:2]3[CH:7]=[CH:6][CH:5]=[CH:4][CH:3]=3)[P:9]2[CH2:19][O:20][S:28]([C:31]([F:34])([F:33])[F:32])(=[O:30])=[O:29])[CH:14]=[CH:15][CH:16]=[CH:17][CH:18]=1. The yield is 0.900. (4) The reactants are Br[C:2]1[CH:3]=[CH:4][C:5]2[N:6]([C:15]3[CH:32]=[CH:31][C:30]4[C:29]5[C:24](=[CH:25][CH:26]=[CH:27][CH:28]=5)[C:23]5[C:18](=[CH:19][CH:20]=[CH:21][CH:22]=5)[C:17]=4[CH:16]=3)[C:7]3[C:12]([C:13]=2[CH:14]=1)=[CH:11][CH:10]=[CH:9][CH:8]=3.[B:33]1([B:33]2[O:37][C:36]([CH3:39])([CH3:38])[C:35]([CH3:41])([CH3:40])[O:34]2)[O:37][C:36]([CH3:39])([CH3:38])[C:35]([CH3:41])([CH3:40])[O:34]1.CC([O-])=O.[K+].C(Cl)Cl. The catalyst is O1CCOCC1. The product is [CH3:40][C:35]1([CH3:41])[C:36]([CH3:39])([CH3:38])[O:37][B:33]([C:2]2[CH:3]=[CH:4][C:5]3[N:6]([C:15]4[CH:32]=[CH:31][C:30]5[C:29]6[C:24](=[CH:25][CH:26]=[CH:27][CH:28]=6)[C:23]6[C:18](=[CH:19][CH:20]=[CH:21][CH:22]=6)[C:17]=5[CH:16]=4)[C:7]4[C:12]([C:13]=3[CH:14]=2)=[CH:11][CH:10]=[CH:9][CH:8]=4)[O:34]1. The yield is 0.610. (5) The reactants are [O:1]([CH2:8][C:9]([OH:11])=O)[C:2]1[CH:7]=[CH:6][CH:5]=[CH:4][CH:3]=1.[NH2:12][CH2:13][CH:14]([OH:26])[CH2:15][N:16]1[CH2:25][CH2:24][C:23]2[C:18](=[CH:19][CH:20]=[CH:21][CH:22]=2)[CH2:17]1.CN(C(ON1N=NC2C=CC=NC1=2)=[N+](C)C)C.F[P-](F)(F)(F)(F)F. The catalyst is C(Cl)Cl. The product is [CH2:17]1[C:18]2[C:23](=[CH:22][CH:21]=[CH:20][CH:19]=2)[CH2:24][CH2:25][N:16]1[CH2:15][CH:14]([OH:26])[CH2:13][NH:12][C:9](=[O:11])[CH2:8][O:1][C:2]1[CH:3]=[CH:4][CH:5]=[CH:6][CH:7]=1. The yield is 0.340. (6) The reactants are [N:1]1[CH:6]=[CH:5][CH:4]=[CH:3][C:2]=1[NH2:7].Cl[C:9]1[C:18]2[C:13](=[CH:14][CH:15]=[C:16](CC([O-])=O)[CH:17]=2)[N:12]=[CH:11][N:10]=1.C(=O)([O-])[O-:24].[Cs+].[Cs+]. The catalyst is C1(C)C=CC=CC=1.C1C=CC(/C=C/C(/C=C/C2C=CC=CC=2)=O)=CC=1.C1C=CC(/C=C/C(/C=C/C2C=CC=CC=2)=O)=CC=1.C1C=CC(/C=C/C(/C=C/C2C=CC=CC=2)=O)=CC=1.[Pd].[Pd]. The product is [N:1]1[CH:6]=[CH:5][CH:4]=[CH:3][C:2]=1[NH:7][C:9]1[C:18]2[C:13](=[CH:14][CH:15]=[C:16]([OH:24])[CH:17]=2)[N:12]=[CH:11][N:10]=1. The yield is 0.640.